Dataset: Full USPTO retrosynthesis dataset with 1.9M reactions from patents (1976-2016). Task: Predict the reactants needed to synthesize the given product. (1) Given the product [Cl:18][CH2:14][C:13]1[C:8]([C:3]2[CH:4]=[CH:5][CH:6]=[CH:7][C:2]=2[Cl:1])=[N:9][CH:10]=[CH:11][CH:12]=1, predict the reactants needed to synthesize it. The reactants are: [Cl:1][C:2]1[CH:7]=[CH:6][CH:5]=[CH:4][C:3]=1[C:8]1[C:13]([CH2:14]O)=[CH:12][CH:11]=[CH:10][N:9]=1.S(Cl)([Cl:18])=O. (2) Given the product [N+:22]([C:18]1[CH:17]=[C:16]([CH:21]=[CH:20][CH:19]=1)[CH2:15][N:1]1[CH2:5][CH2:4][C@@H:3]([NH:6][C:7](=[O:13])[O:8][C:9]([CH3:10])([CH3:12])[CH3:11])[CH2:2]1)([O-:24])=[O:23], predict the reactants needed to synthesize it. The reactants are: [NH:1]1[CH2:5][CH2:4][C@@H:3]([NH:6][C:7](=[O:13])[O:8][C:9]([CH3:12])([CH3:11])[CH3:10])[CH2:2]1.Cl[CH2:15][C:16]1[CH:21]=[CH:20][CH:19]=[C:18]([N+:22]([O-:24])=[O:23])[CH:17]=1.C(NC(C)C)(C)C.O. (3) The reactants are: Cl[C:2]1[S:3][C:4]2[CH:10]=[C:9]([N+:11]([O-:13])=[O:12])[CH:8]=[CH:7][C:5]=2[N:6]=1.[N:14]1([CH2:19][CH2:20][NH2:21])[CH2:18][CH2:17][CH2:16][CH2:15]1. Given the product [N+:11]([C:9]1[CH:8]=[CH:7][C:5]2[N:6]=[C:2]([NH:21][CH2:20][CH2:19][N:14]3[CH2:18][CH2:17][CH2:16][CH2:15]3)[S:3][C:4]=2[CH:10]=1)([O-:13])=[O:12], predict the reactants needed to synthesize it. (4) Given the product [C:51]12([C:45]3[CH:44]=[C:43]([C:67]4[CH:68]=[C:69]5[C:64](=[CH:65][CH:66]=4)[CH:63]=[C:62]([Br:61])[CH:71]=[CH:70]5)[CH:48]=[CH:47][C:46]=3[O:49][CH3:50])[CH2:52][CH:53]3[CH2:54][CH:55]([CH2:56][CH:57]([CH2:59]3)[CH2:58]1)[CH2:60]2, predict the reactants needed to synthesize it. The reactants are: [C:51]12([C:45]3[CH:44]=[C:43](B4OB([C:43]5[CH:48]=[CH:47][C:46]([O:49][CH3:50])=[C:45]([C:51]67[CH2:52][CH:53]8[CH2:59][CH:57]([CH2:56][CH:55]([CH2:54]8)[CH2:60]6)[CH2:58]7)[CH:44]=5)OB([C:43]5[CH:48]=[CH:47][C:46]([O:49][CH3:50])=[C:45]([C:51]67[CH2:60][CH:55]8[CH2:56][CH:57]([CH2:59][CH:53]([CH2:54]8)[CH2:52]6)[CH2:58]7)[CH:44]=5)O4)[CH:48]=[CH:47][C:46]=3[O:49][CH3:50])[CH2:52][CH:53]3[CH2:59][CH:57]([CH2:56][CH:55]([CH2:54]3)[CH2:60]1)[CH2:58]2.[Br:61][C:62]1[CH:71]=[CH:70][C:69]2[C:64](=[CH:65][CH:66]=[C:67](Br)[CH:68]=2)[CH:63]=1.[O-]P([O-])([O-])=O.[K+].[K+].[K+].C1COCC1. (5) The reactants are: [CH2:1]([O:7][C:8]1[CH:13]=[C:12]([O:14][CH2:15][CH2:16][CH2:17][CH2:18][CH2:19][CH3:20])[CH:11]=[CH:10][C:9]=1B1OC(C)(C)C(C)(C)O1)[CH2:2][CH2:3][CH2:4][CH2:5][CH3:6].Cl[C:31]1[CH:36]=[CH:35][C:34]([C:37]([C:39]2[CH:44]=[CH:43][C:42](Cl)=[CH:41][CH:40]=2)=[O:38])=[CH:33][CH:32]=1. Given the product [CH2:15]([O:14][C:12]1[CH:13]=[C:8]([O:7][CH2:1][CH2:2][CH2:3][CH2:4][CH2:5][CH3:6])[CH:9]=[CH:10][C:11]=1[C:31]1[CH:36]=[CH:35][C:34]([C:37]([C:39]2[CH:44]=[CH:43][C:42]([C:9]3[CH:10]=[CH:11][C:12]([O:14][CH2:15][CH2:16][CH2:17][CH2:18][CH2:19][CH3:20])=[CH:13][C:8]=3[O:7][CH2:1][CH2:2][CH2:3][CH2:4][CH2:5][CH3:6])=[CH:41][CH:40]=2)=[O:38])=[CH:33][CH:32]=1)[CH2:16][CH2:17][CH2:18][CH2:19][CH3:20], predict the reactants needed to synthesize it.